Dataset: Forward reaction prediction with 1.9M reactions from USPTO patents (1976-2016). Task: Predict the product of the given reaction. (1) Given the reactants Cl[C:2]1[C:11]2[C:6](=[CH:7][C:8]([S:12]([N:15](CC3C=CC(OC)=CC=3OC)[C:16]3[S:17][CH:18]=[CH:19][N:20]=3)(=[O:14])=[O:13])=[CH:9][CH:10]=2)[N:5]=[CH:4][N:3]=1.[CH3:32][O:33][CH2:34][C@H:35]1[CH2:39][CH2:38][CH2:37][NH:36]1.CCN(C(C)C)C(C)C.C(O)(C(F)(F)F)=O, predict the reaction product. The product is: [CH3:32][O:33][CH2:34][C@H:35]1[CH2:39][CH2:38][CH2:37][N:36]1[C:2]1[C:11]2[C:6](=[CH:7][C:8]([S:12]([NH:15][C:16]3[S:17][CH:18]=[CH:19][N:20]=3)(=[O:14])=[O:13])=[CH:9][CH:10]=2)[N:5]=[CH:4][N:3]=1. (2) Given the reactants [CH3:1][O:2][C:3]1[CH:4]=[C:5]2[C:10](=[CH:11][C:12]=1[O:13][CH3:14])[N:9]=[CH:8][CH:7]=[C:6]2[O:15][C:16]1[CH:22]=[CH:21][C:19]([NH2:20])=[C:18]([CH3:23])[C:17]=1[CH3:24].Cl[C:26](Cl)([O:28]C(=O)OC(Cl)(Cl)Cl)Cl.[OH:37][CH:38]([C:41]1[CH:46]=[CH:45][CH:44]=[CH:43][CH:42]=1)[C:39]#[N:40].C(=O)(O)[O-].[Na+], predict the reaction product. The product is: [CH3:1][O:2][C:3]1[CH:4]=[C:5]2[C:10](=[CH:11][C:12]=1[O:13][CH3:14])[N:9]=[CH:8][CH:7]=[C:6]2[O:15][C:16]1[CH:22]=[CH:21][C:19]([NH:20][C:26](=[O:28])[O:37][CH:38]([C:39]#[N:40])[C:41]2[CH:46]=[CH:45][CH:44]=[CH:43][CH:42]=2)=[C:18]([CH3:23])[C:17]=1[CH3:24]. (3) Given the reactants [CH2:1]([O:8][C:9]1[C:10]([C:41]([O:43]C)=[O:42])=[N:11][C:12]([C:15]2[C:16]([N:35]([CH3:40])[S:36]([CH3:39])(=[O:38])=[O:37])=[CH:17][C:18]3[O:22][C:21]([C:23]4[CH:28]=[CH:27][C:26]([F:29])=[CH:25][CH:24]=4)=[C:20]([C:30](=[O:33])[NH:31][CH3:32])[C:19]=3[CH:34]=2)=[CH:13][CH:14]=1)[C:2]1[CH:7]=[CH:6][CH:5]=[CH:4][CH:3]=1.[OH-].[Na+].Cl, predict the reaction product. The product is: [CH2:1]([O:8][C:9]1[C:10]([C:41]([OH:43])=[O:42])=[N:11][C:12]([C:15]2[C:16]([N:35]([CH3:40])[S:36]([CH3:39])(=[O:37])=[O:38])=[CH:17][C:18]3[O:22][C:21]([C:23]4[CH:24]=[CH:25][C:26]([F:29])=[CH:27][CH:28]=4)=[C:20]([C:30](=[O:33])[NH:31][CH3:32])[C:19]=3[CH:34]=2)=[CH:13][CH:14]=1)[C:2]1[CH:3]=[CH:4][CH:5]=[CH:6][CH:7]=1.